Dataset: Full USPTO retrosynthesis dataset with 1.9M reactions from patents (1976-2016). Task: Predict the reactants needed to synthesize the given product. (1) Given the product [CH3:12][O:13][CH2:14][O:9][C:8]1[CH:7]=[CH:6][CH:5]=[CH:4][C:3]=1[CH3:10], predict the reactants needed to synthesize it. The reactants are: [H-].[Na+].[C:3]1([CH3:10])[C:8]([OH:9])=[CH:7][CH:6]=[CH:5][CH:4]=1.C[CH2:12][O:13][CH2:14]C.C(Cl)OC. (2) Given the product [Cl:1][C:2]1[N:7]=[N:6][C:5]([C:8]([NH2:24])=[O:9])=[C:4]([NH:13][C:14]2[CH:19]=[CH:18][CH:17]=[C:16]([O:20][CH:21]([CH3:23])[CH3:22])[N:15]=2)[CH:3]=1, predict the reactants needed to synthesize it. The reactants are: [Cl:1][C:2]1[N:7]=[N:6][C:5]([C:8](OCC)=[O:9])=[C:4]([NH:13][C:14]2[CH:19]=[CH:18][CH:17]=[C:16]([O:20][CH:21]([CH3:23])[CH3:22])[N:15]=2)[CH:3]=1.[NH3:24].CO.